This data is from Drug-target binding data from BindingDB using Ki measurements. The task is: Regression. Given a target protein amino acid sequence and a drug SMILES string, predict the binding affinity score between them. We predict pKi (pKi = -log10(Ki in M); higher means stronger inhibition). Dataset: bindingdb_ki. (1) The compound is CCCCCCSCC(NC(=O)CCC(N)C(=O)O)C(=O)NCC(=O)O. The target protein (P09488) has sequence MPMILGYWDIRGLAHAIRLLLEYTDSSYEEKKYTMGDAPDYDRSQWLNEKFKLGLDFPNLPYLIDGAHKITQSNAILCYIARKHNLCGETEEEKIRVDILENQTMDNHMQLGMICYNPEFEKLKPKYLEELPEKLKLYSEFLGKRPWFAGNKITFVDFLVYDVLDLHRIFEPKCLDAFPNLKDFISRFEGLEKISAYMKSSRFLPRPVFSKMAVWGNK. The pKi is 5.7. (2) The compound is Oc1cccc(Oc2c(F)c(N3CCOCC3)nc(F)c2Cl)c1. The target protein sequence is MPCCEVITNVNLPDDNVQSTLSQIENAISDVMGKPLGYIMSNYDYQKNLRFGGSNEAYCFVRITSIGGINRSNNSALADQITKLLVSNLNVKSRRIYVEFRDCSAQNFAFSGSLFG. The pKi is 4.8. (3) The small molecule is CCOc1c(-c2cccc3cc(/C(C)=C/C(=O)O)sc23)cc(C(C)C)cc1C(C)C. The target protein (P28705) has sequence MYGNYSHFMKFPTGFGGSPGHTGSTSMSPSVALPTGKPMDSHPSYTDTPVSAPRTLSAVGTPLNALGSPYRVITSAMGPPSGALAAPPGINLVAPPSSQLNVVNSVSSSEDIKPLPGLPGIGNMNYPSTSPGSLVKHICAICGDRSSGKHYGVYSCEGCKGFFKRTIRKDLIYTCRDNKDCLIDKRQRNRCQYCRYQKCLVMGMKREAVQEERQRSRERAESEAECASSSHEDMPVERILEAELAVEPKTESYGDMNVENSTNDPVTNICHAADKQLFTLVEWAKRIPHFSDLTLEDQVILLRAGWNELLIASFSHRSVSVQDGILLATGLHVHRSSAHSAGVGSIFDRVLTELVSKMKDMQMDKSELGCLRAIVLFNPDAKGLSNPSEVETLREKVYATLEAYTKQKYPEQPGRFAKLLLRLPALRSIGLKCLEHLFFFKLIGDTPIDSFLMEMLETPLQIT. The pKi is 5.0. (4) The compound is C#CCCOC(=O)C1CN=CNC1. The target protein (P12657) has sequence MNTSVPPAVSPNITVLAPGKGPWQVAFIGITTGLLSLATVTGNLLVLISFKVNTELKTVNNYFLLSLACADLIIGTFSMNLYTTYLLMGHWALGTLACDLWLALDYVASNASVMNLLLISFDRYFSVTRPLSYRAKRTPRRAALMIGLAWLVSFVLWAPAILFWQYLVGERTVLAGQCYIQFLSQPIITFGTAMAAFYLPVTVMCTLYWRIYRETENRARELAALQGSETPGKGGGSSSSSERSQPGAEGSPESPPGRCCRCCRAPRLLQAYSWKEEEEEDEGSMESLTSSEGEEPGSEVVIKMPMVDPEAQAPTKQPPKSSPNTVKRPTKKGRDRGGKGQKPRGKEQLAKRKTFSLVKEKKAARTLSAILLAFILTWTPYNIMVLVSTFCKDCVPETLWELGYWLCYVNSTVNPMCYALCNKAFRDTFRLLLLCRWDKRRWRKIPKRPGSVHRTPSRQC. The pKi is 7.8.